From a dataset of Peptide-MHC class I binding affinity with 185,985 pairs from IEDB/IMGT. Regression. Given a peptide amino acid sequence and an MHC pseudo amino acid sequence, predict their binding affinity value. This is MHC class I binding data. (1) The peptide sequence is NYPYLFEEH. The MHC is HLA-A29:02 with pseudo-sequence HLA-A29:02. The binding affinity (normalized) is 0.0432. (2) The peptide sequence is ELVRKTRFL. The MHC is HLA-B08:03 with pseudo-sequence HLA-B08:03. The binding affinity (normalized) is 0.0847. (3) The peptide sequence is FPYAIRLVA. The MHC is HLA-B73:01 with pseudo-sequence HLA-B73:01. The binding affinity (normalized) is 0.550.